From a dataset of Experimentally validated miRNA-target interactions with 360,000+ pairs, plus equal number of negative samples. Binary Classification. Given a miRNA mature sequence and a target amino acid sequence, predict their likelihood of interaction. (1) The miRNA is hsa-miR-490-5p with sequence CCAUGGAUCUCCAGGUGGGU. The protein sequence of the target gene is MENDPSRRRESISLTPVAKGLENMGADFLESLEEGQLPRSDLSPAEIRSSWSEAAPKPFSRWRNLQPALRARSFCREHMQLFRWIGTGLLCTGLSAFLLVACLLDFQRALALFVLTCVVLTFLGHRLLKRLLGPKLRRFLKPQGHPRLLLWFKRGLALAAFLGLVLWLSLDTSQRPEQLVSFAGICVFVALLFACSKHHCAVSWRAVSWGLGLQFVLGLLVIRTEPGFIAFEWLGEQIRIFLSYTKAGSSFVFGEALVKDVFAFQVLPIIVFFSCVISVLYHVGLMQWVILKIAWLMQVT.... Result: 1 (interaction). (2) The miRNA is mmu-miR-582-5p with sequence AUACAGUUGUUCAACCAGUUAC. The protein sequence of the target gene is MDSAITLWQFLLQLLQEPQNEHMICWTSNNGEFKLLQAEEVARLWGIRKNKPNMNYDKLSRALRYYYVKNIIKKVNGQKFVYKFVSYPEILKMDPLTVGRIEGDCEALNSIETSSSKDVEYGGKERPPQPGAKTSSRNDYIHSGLYSSFTLNSLNTSNKKLFKSIKIENPAEKLAEKKAQEPTPSVIKFVTTPAKKPPIEPVAAAFATSPSLSPSSEETIQALETLVSPTLPSLETPASISILATTFNPTPPVPSTPLPLKEPPRTPSPPLSSNPDIDTDIESVASQPMELPENLSLEPK.... Result: 0 (no interaction). (3) The protein sequence of the target gene is MPKAKGKTRRQKFGYSVNRKRLNRNARRKAAPRIECSHIRHAWDHAKSVRQNLAEMGLAVDPNRAVPLRKRKVKAMEVDIEERPKELVRKPYVLNDLEAEASLPEKKGNTLSRDLIDYVRYMVENHGEDYKAMARDEKNYYQDTPKQIRSKINVYKRFYPAEWQDFLDSLQKRKMEVE. The miRNA is mmu-miR-760-5p with sequence CCCCUCAGGCCACCAGAGCCCGG. Result: 0 (no interaction). (4) The miRNA is mmu-miR-3110-3p with sequence GCACUCCAUCGGAGGCAGACAC. The protein sequence of the target gene is MLRLLRPLLLLLLLPPPGSPEPPGLTQLSPGAPPQAPDLLYADGLRAYAAGAWAPAVALLREALRSQAALGRVRLDCGASCAADPGAALPAVLLGAPEPDSGPGPTQGSWERQLLRAALRRADCLTQCAARRLGPGGAARLRVGSALRDAFRRREPYNYLQRAYYQLKKLDLAAAAAHTFFVANPMHLQMREDMAKYRRMSGVRPQSFRDLETPPHWAAYDTGLELLGRQEAGLALPRLEEALQGSLAQMESCRADCEGPEEQQGAEEEEDGAASQGGLYEAIAGHWIQVLQCRQRCVGE.... Result: 0 (no interaction). (5) The miRNA is hsa-miR-4734 with sequence GCUGCGGGCUGCGGUCAGGGCG. The protein sequence of the target gene is MAEITNIRPSFDVSPVAAGLIGASVLVVCVSVTVFVWTCCHQQAEKKHKTPPYKFIHMLKGISIYPETLSNKKKIIKVRRDKDGPRRESGRGNLLINAESGLLSHDKDPRGPSPASCMDQLPIKRDYGEELRSPMTSLTPGESKATSPSSPEEDVMLGSLTFSVDYNFPKKALVVTIQEAHGLPVMDDQTQGSDPYIKMTILPDKRHRVKTRVLRKTLDPVFDETFTFYGIPYSQLQDLVLHFLVLSFDRFSRDDVIGEVMVPLAGVDPSTGKVQLTRDIIKRNIQKCISRGELQVSLSY.... Result: 0 (no interaction). (6) The miRNA is cel-miR-72-5p with sequence AGGCAAGAUGUUGGCAUAGCUGA. The protein sequence of the target gene is MSGRGKTGGKARAKAKSRSSRAGLQFPVGRVHRLLRKGHYAERVGAGAPVYLAAVLEYLTAEILELAGNAARDNKKTRIIPRHLQLAIRNDEELNKLLGGVTIAQGGVLPNIQAVLLPKKSSATVGPKAPAVGKKASQASQEY. Result: 0 (no interaction).